This data is from Forward reaction prediction with 1.9M reactions from USPTO patents (1976-2016). The task is: Predict the product of the given reaction. (1) Given the reactants [Cl:1][C:2]1[CH:7]=[CH:6][C:5]([C:8]2[C:9]3[C:25]([CH3:26])=[C:24]([CH3:27])[S:23][C:10]=3[C:11]3[C:21]([CH3:22])=[N:20][O:19][C:12]=3[C@H:13]([CH2:15][C:16](O)=[O:17])[N:14]=2)=[CH:4][CH:3]=1.[CH3:28][CH2:29][N:30](CC)CC.C(N)C.CN(C(ON1N=NC2C=CC=NC1=2)=[N+](C)C)C.F[P-](F)(F)(F)(F)F, predict the reaction product. The product is: [Cl:1][C:2]1[CH:7]=[CH:6][C:5]([C:8]2[C:9]3[C:25]([CH3:26])=[C:24]([CH3:27])[S:23][C:10]=3[C:11]3[C:21]([CH3:22])=[N:20][O:19][C:12]=3[C@H:13]([CH2:15][C:16]([NH:30][CH2:29][CH3:28])=[O:17])[N:14]=2)=[CH:4][CH:3]=1. (2) Given the reactants [Br:1][C:2]1[C:3]([C:7]#[N:8])=[N:4][NH:5][CH:6]=1.[CH2:9]([O:11][C:12](=[O:20])[C:13]1[CH:18]=[CH:17][C:16](F)=[CH:15][CH:14]=1)[CH3:10].C(=O)([O-])[O-].[Cs+].[Cs+].O, predict the reaction product. The product is: [CH2:9]([O:11][C:12](=[O:20])[C:13]1[CH:18]=[CH:17][C:16]([N:5]2[CH:6]=[C:2]([Br:1])[C:3]([C:7]#[N:8])=[N:4]2)=[CH:15][CH:14]=1)[CH3:10]. (3) Given the reactants C([O:8][C:9]1[CH:10]=[C:11]([CH:16]=[CH:17][C:18]=1[CH2:19][N:20]1[CH2:25][CH2:24][O:23][CH2:22][CH2:21]1)[C:12]([O:14][CH3:15])=[O:13])C1C=CC=CC=1, predict the reaction product. The product is: [OH:8][C:9]1[CH:10]=[C:11]([CH:16]=[CH:17][C:18]=1[CH2:19][N:20]1[CH2:21][CH2:22][O:23][CH2:24][CH2:25]1)[C:12]([O:14][CH3:15])=[O:13].